This data is from Full USPTO retrosynthesis dataset with 1.9M reactions from patents (1976-2016). The task is: Predict the reactants needed to synthesize the given product. (1) The reactants are: [NH2:1][C:2]1[N:7]=[C:6]([Cl:8])[C:5]([CH:9]=O)=[C:4](Cl)[N:3]=1.C1COCC1.[NH2:17][NH2:18].O.NN. Given the product [Cl:8][C:6]1[N:7]=[C:2]([NH2:1])[N:3]=[C:4]2[NH:17][N:18]=[CH:9][C:5]=12, predict the reactants needed to synthesize it. (2) Given the product [Br-:15].[C:18]([CH2:17][CH2:16][N:12]1[CH:13]=[CH:14][N+:10]([C:7]2[CH:6]=[CH:5][C:4]([N+:1]([O-:3])=[O:2])=[CH:9][CH:8]=2)=[CH:11]1)([OH:20])=[O:19], predict the reactants needed to synthesize it. The reactants are: [N+:1]([C:4]1[CH:9]=[CH:8][C:7]([N:10]2[CH:14]=[CH:13][N:12]=[CH:11]2)=[CH:6][CH:5]=1)([O-:3])=[O:2].[Br:15][CH2:16][CH2:17][C:18]([OH:20])=[O:19]. (3) Given the product [Cl:1][C:2]1[CH:7]=[CH:6][C:5]([C:8]([CH3:13])([CH3:12])[C:9]([N:18]([O:19][CH3:20])[CH3:17])=[O:11])=[CH:4][C:3]=1[O:14][CH3:15], predict the reactants needed to synthesize it. The reactants are: [Cl:1][C:2]1[CH:7]=[CH:6][C:5]([C:8]([CH3:13])([CH3:12])[C:9]([OH:11])=O)=[CH:4][C:3]=1[O:14][CH3:15].Cl.[CH3:17][NH:18][O:19][CH3:20].CCN=C=NCCCN(C)C.Cl. (4) Given the product [F:42][C:43]([F:48])([F:47])[C:44]([OH:46])=[O:45].[Cl:1][C:2]1[CH:7]=[C:6]([C:8]2[C:9](=[O:29])[O:10][C:11]3([CH2:18][CH2:17][CH2:16][NH:15][CH2:14]3)[C:12]=2[OH:13])[C:5]([CH3:30])=[CH:4][C:3]=1[C:31]1[CH:36]=[CH:35][CH:34]=[C:33]([NH:37][S:38]([CH3:41])(=[O:39])=[O:40])[CH:32]=1, predict the reactants needed to synthesize it. The reactants are: [Cl:1][C:2]1[CH:7]=[C:6]([C:8]2[C:9](=[O:29])[O:10][C:11]3([CH2:18][CH2:17][CH2:16][N:15](C(OCC4C=CC=CC=4)=O)[CH2:14]3)[C:12]=2[OH:13])[C:5]([CH3:30])=[CH:4][C:3]=1[C:31]1[CH:36]=[CH:35][CH:34]=[C:33]([NH:37][S:38]([CH3:41])(=[O:40])=[O:39])[CH:32]=1.[F:42][C:43]([F:48])([F:47])[C:44]([OH:46])=[O:45]. (5) Given the product [Cl:1][C:2]1[CH:7]=[CH:6][C:5]([C:8]2[N:12]([C:13]3[CH:18]=[CH:17][C:16]([Cl:19])=[CH:15][C:14]=3[Cl:20])[N:11]=[C:10]([C:21]3[NH:22][C:23]([CH:26]([CH3:27])[CH3:31])=[N:24][CH:25]=3)[C:9]=2[CH3:32])=[CH:4][CH:3]=1.[ClH:33].[Cl:33][C:34]1[CH:39]=[CH:38][C:37]([C:40]2[N:44]([C:45]3[CH:50]=[CH:49][C:48]([Cl:51])=[CH:47][C:46]=3[Cl:52])[N:43]=[C:42]([C:53]3[NH:54][C:55]([CH:58]([CH3:59])[CH3:60])=[N:56][CH:57]=3)[C:41]=2[CH3:61])=[CH:36][CH:35]=1, predict the reactants needed to synthesize it. The reactants are: [Cl:1][C:2]1[CH:7]=[CH:6][C:5]([C:8]2[N:12]([C:13]3[CH:18]=[CH:17][C:16]([Cl:19])=[CH:15][C:14]=3[Cl:20])[N:11]=[C:10]([C:21]3[NH:22][C:23]([CH:26]4[CH2:31]CCC[CH2:27]4)=[N:24][CH:25]=3)[C:9]=2[CH3:32])=[CH:4][CH:3]=1.[Cl:33][C:34]1[CH:39]=[CH:38][C:37]([C:40]2[N:44]([C:45]3[CH:50]=[CH:49][C:48]([Cl:51])=[CH:47][C:46]=3[Cl:52])[N:43]=[C:42]([C:53]3[NH:54][C:55]([CH:58]([CH3:60])[CH3:59])=[N:56][CH:57]=3)[C:41]=2[CH3:61])=[CH:36][CH:35]=1.Cl.C(OCC)C. (6) Given the product [CH3:17][C:18]1[N:23]=[CH:22][C:21]([NH2:24])=[CH:20][C:19]=1[C:2]1[CH:3]=[C:4]([N:11]2[CH2:16][CH2:15][O:14][CH2:13][CH2:12]2)[C:5]2[N:6]([CH:8]=[CH:9][N:10]=2)[CH:7]=1, predict the reactants needed to synthesize it. The reactants are: Br[C:2]1[CH:3]=[C:4]([N:11]2[CH2:16][CH2:15][O:14][CH2:13][CH2:12]2)[C:5]2[N:6]([CH:8]=[CH:9][N:10]=2)[CH:7]=1.[CH3:17][C:18]1[N:23]=[CH:22][C:21]([NH2:24])=[CH:20][C:19]=1B1OC(C)(C)C(C)(C)O1.C([O-])([O-])=O.[Na+].[Na+].C(Cl)Cl. (7) Given the product [Cl:20][C:21]1[CH:22]=[C:23]2[C:27](=[CH:28][CH:29]=1)[NH:26][C:25](=[O:30])[C:24]2=[CH:16][C:13]1[NH:12][C:8]2[CH2:9][CH2:10][CH2:11][N:5]([CH2:4][CH2:3][N:2]([CH3:19])[CH3:1])[C:6](=[O:18])[C:7]=2[C:14]=1[CH3:15], predict the reactants needed to synthesize it. The reactants are: [CH3:1][N:2]([CH3:19])[CH2:3][CH2:4][N:5]1[CH2:11][CH2:10][CH2:9][C:8]2[NH:12][C:13]([CH:16]=O)=[C:14]([CH3:15])[C:7]=2[C:6]1=[O:18].[Cl:20][C:21]1[CH:22]=[C:23]2[C:27](=[CH:28][CH:29]=1)[NH:26][C:25](=[O:30])[CH2:24]2.N1CCCCC1.